From a dataset of Forward reaction prediction with 1.9M reactions from USPTO patents (1976-2016). Predict the product of the given reaction. (1) Given the reactants Br[C:2]1[CH:3]=[C:4]([CH:25]=[CH:26][N:27]=1)[C:5]([NH:7][C:8]1[S:9][C:10]2[C:16]([CH:17]3[CH2:22][O:21][CH2:20][CH2:19][O:18]3)=[CH:15][CH:14]=[C:13]([O:23][CH3:24])[C:11]=2[N:12]=1)=[O:6].C(=O)([O-])[O-].[Cs+].[Cs+].Cl.[CH2:35]([O:37][CH:38]1[CH2:41][NH:40][CH2:39]1)[CH3:36].C(Cl)(Cl)Cl, predict the reaction product. The product is: [O:18]1[CH2:19][CH2:20][O:21][CH2:22][CH:17]1[C:16]1[C:10]2[S:9][C:8]([NH:7][C:5](=[O:6])[C:4]3[CH:25]=[CH:26][N:27]=[C:2]([N:40]4[CH2:41][CH:38]([O:37][CH2:35][CH3:36])[CH2:39]4)[CH:3]=3)=[N:12][C:11]=2[C:13]([O:23][CH3:24])=[CH:14][CH:15]=1. (2) The product is: [Cl:1][C:2]1[CH:7]=[C:6]([N+:8]([O-:10])=[O:9])[C:5]([O:11][CH3:12])=[CH:4][C:3]=1[C:13]([OH:15])=[O:26]. Given the reactants [Cl:1][C:2]1[CH:7]=[C:6]([N+:8]([O-:10])=[O:9])[C:5]([O:11][CH3:12])=[CH:4][C:3]=1[CH3:13].[Mn]([O-])(=O)(=O)=[O:15].[K+].N1C=CC=CC=1.[OH2:26], predict the reaction product.